Dataset: Forward reaction prediction with 1.9M reactions from USPTO patents (1976-2016). Task: Predict the product of the given reaction. (1) Given the reactants Br[C:2]1[CH:26]=[CH:25][C:5]2[C:6]3[N:10]([CH2:11][CH2:12][O:13][C:4]=2[CH:3]=1)[CH:9]=[C:8]([C:14]1[N:15]([CH2:20][C:21]([F:24])([F:23])[F:22])[N:16]=[C:17]([CH3:19])[N:18]=1)[N:7]=3.[CH2:27]1[C@@H:30]([C:31]([OH:33])=[O:32])[NH:29][CH2:28]1, predict the reaction product. The product is: [CH3:19][C:17]1[N:18]=[C:14]([C:8]2[N:7]=[C:6]3[N:10]([CH2:11][CH2:12][O:13][C:4]4[CH:3]=[C:2]([N:29]5[CH2:28][CH2:27][C@H:30]5[C:31]([OH:33])=[O:32])[CH:26]=[CH:25][C:5]=43)[CH:9]=2)[N:15]([CH2:20][C:21]([F:22])([F:24])[F:23])[N:16]=1. (2) The product is: [NH2:1][C:2]1[N:3]=[C:4]([NH:18][CH:19]2[CH2:24][CH2:23][N:22]([S:26]([CH3:25])(=[O:28])=[O:27])[CH2:21][CH2:20]2)[S:5][C:6]=1[C:7]([C:9]1[CH:14]=[CH:13][C:12]([O:15][CH3:16])=[C:11]([F:17])[CH:10]=1)=[O:8]. Given the reactants [NH2:1][C:2]1[N:3]=[C:4]([NH:18][CH:19]2[CH2:24][CH2:23][NH:22][CH2:21][CH2:20]2)[S:5][C:6]=1[C:7]([C:9]1[CH:14]=[CH:13][C:12]([O:15][CH3:16])=[C:11]([F:17])[CH:10]=1)=[O:8].[CH3:25][S:26](Cl)(=[O:28])=[O:27], predict the reaction product. (3) Given the reactants [NH2:1][C:2]1[CH:3]=[N:4][N:5]([CH3:22])[C:6]=1[N:7]1[CH2:13][CH2:12][C@H:11]([F:14])[C@@H:10]([NH:15][C:16](=[O:21])[C:17]([F:20])([F:19])[F:18])[CH2:9][CH2:8]1.N([CH:26]1CCN(C2N(C3CC3)N=CC=2[N+]([O-])=O)CC[CH:27]1O)=[N+]=[N-], predict the reaction product. The product is: [NH2:1][C:2]1[CH:3]=[N:4][N:5]([CH:22]2[CH2:27][CH2:26]2)[C:6]=1[N:7]1[CH2:13][CH2:12][CH:11]([F:14])[CH:10]([NH:15][C:16](=[O:21])[C:17]([F:20])([F:19])[F:18])[CH2:9][CH2:8]1. (4) Given the reactants [CH3:1][O:2][C:3]1[CH:8]=[CH:7][CH:6]=[CH:5][C:4]=1/[CH:9]=[CH:10]/[CH:11]=O.[N:13]([CH2:16][C:17]([O:19][CH2:20]C)=[O:18])=[N+:14]=[N-:15].O, predict the reaction product. The product is: [N:13](/[C:16](=[CH:11]\[CH:10]=[CH:9]\[C:4]1[CH:5]=[CH:6][CH:7]=[CH:8][C:3]=1[O:2][CH3:1])/[C:17]([O:19][CH3:20])=[O:18])=[N+:14]=[N-:15]. (5) Given the reactants [NH2:1][C:2]1[C:11]2[CH:10]=[CH:9][C:8]([F:12])=[C:7](Br)[C:6]=2[N:5]=[C:4]2[CH2:14][N:15]([CH:18]3[CH2:21][CH2:20][CH2:19]3)[C:16](=[O:17])[C:3]=12.[CH3:22][O:23][C:24]1[C:29](B(O)O)=[CH:28][CH:27]=[CH:26][N:25]=1, predict the reaction product. The product is: [NH2:1][C:2]1[C:11]2[CH:10]=[CH:9][C:8]([F:12])=[C:7]([C:29]3[C:24]([O:23][CH3:22])=[N:25][CH:26]=[CH:27][CH:28]=3)[C:6]=2[N:5]=[C:4]2[CH2:14][N:15]([CH:18]3[CH2:21][CH2:20][CH2:19]3)[C:16](=[O:17])[C:3]=12. (6) Given the reactants [N+:1]([C:4]1[CH:12]=[CH:11][CH:10]=[C:6]([C:7]([OH:9])=[O:8])[C:5]=1[C:13]([OH:15])=[O:14])([O-:3])=[O:2].[CH:16]([O-])([O-])OC.S(=O)(=O)(O)O, predict the reaction product. The product is: [C:13]([C:5]1[C:4]([N+:1]([O-:3])=[O:2])=[CH:12][CH:11]=[CH:10][C:6]=1[C:7]([O:9][CH3:16])=[O:8])([OH:15])=[O:14].